This data is from Full USPTO retrosynthesis dataset with 1.9M reactions from patents (1976-2016). The task is: Predict the reactants needed to synthesize the given product. (1) Given the product [CH3:22][O:23][C:24](=[O:43])[CH2:25][C:26]1[CH:27]=[C:28]([C:2]2[CH:21]=[CH:20][CH:19]=[CH:18][C:3]=2[CH2:4][N:5]2[C@@H:9]([CH3:10])[C@@H:8]([C:11]3[CH:16]=[CH:15][CH:14]=[CH:13][CH:12]=3)[O:7][C:6]2=[O:17])[C:29]([O:32][CH3:33])=[CH:30][CH:31]=1, predict the reactants needed to synthesize it. The reactants are: Br[C:2]1[CH:21]=[CH:20][CH:19]=[CH:18][C:3]=1[CH2:4][N:5]1[C@@H:9]([CH3:10])[C@@H:8]([C:11]2[CH:16]=[CH:15][CH:14]=[CH:13][CH:12]=2)[O:7][C:6]1=[O:17].[CH3:22][O:23][C:24](=[O:43])[CH2:25][C:26]1[CH:31]=[CH:30][C:29]([O:32][CH3:33])=[C:28](B2OC(C)(C)C(C)(C)O2)[CH:27]=1. (2) Given the product [CH2:1]([O:3][C:4]([C:6]12[CH2:8][CH:7]1[CH:9]=[CH:47][CH2:46][CH2:45][CH2:44][CH2:43][N:41]([CH3:42])[C:40](=[O:49])[CH:15]1[CH:14]([CH2:18][CH:17]([O:19][C:20]3[C:29]4[C:24](=[CH:25][C:26]([O:30][CH3:31])=[CH:27][CH:28]=4)[N:23]=[C:22]([C:32]4[S:33][CH:34]=[C:35]([CH:37]([CH3:39])[CH3:38])[N:36]=4)[CH:21]=3)[CH2:16]1)[C:12](=[O:13])[NH:11]2)=[O:5])[CH3:2], predict the reactants needed to synthesize it. The reactants are: [CH2:1]([O:3][C:4]([C:6]1([NH:11][C:12]([CH:14]2[CH2:18][CH:17]([O:19][C:20]3[C:29]4[C:24](=[CH:25][C:26]([O:30][CH3:31])=[CH:27][CH:28]=4)[N:23]=[C:22]([C:32]4[S:33][CH:34]=[C:35]([CH:37]([CH3:39])[CH3:38])[N:36]=4)[CH:21]=3)[CH2:16][CH:15]2[C:40](=[O:49])[N:41]([CH2:43][CH2:44][CH2:45][CH2:46][CH:47]=C)[CH3:42])=[O:13])[CH2:8][CH:7]1[CH:9]=C)=[O:5])[CH3:2].